Dataset: Forward reaction prediction with 1.9M reactions from USPTO patents (1976-2016). Task: Predict the product of the given reaction. (1) Given the reactants [C:1]([C:4]1[CH:9]=[CH:8][C:7]([S:10]([NH:13][C:14]2[CH:19]=[CH:18][C:17]([Cl:20])=[CH:16][C:15]=2[N:21]2[C:29]3[C:24](=[N:25][CH:26]=[CH:27][CH:28]=3)[N:23]=[N:22]2)(=[O:12])=[O:11])=[CH:6][CH:5]=1)(=O)[CH3:2].N.CO.C([BH3-])#[N:34].[Na+], predict the reaction product. The product is: [NH2:34][CH:1]([C:4]1[CH:9]=[CH:8][C:7]([S:10]([NH:13][C:14]2[CH:19]=[CH:18][C:17]([Cl:20])=[CH:16][C:15]=2[N:21]2[C:29]3[C:24](=[N:25][CH:26]=[CH:27][CH:28]=3)[N:23]=[N:22]2)(=[O:12])=[O:11])=[CH:6][CH:5]=1)[CH3:2]. (2) Given the reactants C([O:8][C:9]1[C:13]([O:14]CC2C=CC=CC=2)=[C:12]([C:22](=[O:26])[N:23]([CH3:25])[CH3:24])[N:11]([C:27]2[CH:32]=[CH:31][C:30]([O:33][CH3:34])=[CH:29][CH:28]=2)[C:10]=1[C:35]([O:37][CH:38]([CH3:40])[CH3:39])=[O:36])C1C=CC=CC=1, predict the reaction product. The product is: [CH3:25][N:23]([CH3:24])[C:22]([C:12]1[N:11]([C:27]2[CH:28]=[CH:29][C:30]([O:33][CH3:34])=[CH:31][CH:32]=2)[C:10]([C:35]([O:37][CH:38]([CH3:39])[CH3:40])=[O:36])=[C:9]([OH:8])[C:13]=1[OH:14])=[O:26].